This data is from Experimentally validated miRNA-target interactions with 360,000+ pairs, plus equal number of negative samples. The task is: Binary Classification. Given a miRNA mature sequence and a target amino acid sequence, predict their likelihood of interaction. (1) The miRNA is hsa-miR-642b-5p with sequence GGUUCCCUCUCCAAAUGUGUCU. The protein sequence of the target gene is MAVLFLLLFLCGTPQAADNMQAIYVALGEAVELPCPSPPTLHGDEHLSWFCSPAAGSFTTLVAQVQVGRPAPDPGKPGRESRLRLLGNYSLWLEGSKEEDAGRYWCAVLGQHHNYQNWRVYDVLVLKGSQLSARAADGSPCNVLLCSVVPSRRMDSVTWQEGKGPVRGRVQSFWGSEAALLLVCPGEGLSEPRSRRPRIIRCLMTHNKGVSFSLAASIDASPALCAPSTGWDMPWILMLLLTMGQGVVILALSIVLWRQRVRGAPGRDASIPQFKPEIQVYENIHLARLGPPAHKPR. Result: 1 (interaction). (2) The miRNA is mmu-miR-758-3p with sequence UUUGUGACCUGGUCCACUA. The protein sequence of the target gene is MKSYTPYFMLLWSAVGIARAAKIIIVPPIMFESHLYIFKTLASALHERGHHTVLLLSEGRDIAPSNHYSLQRYPGIFNSTTSDAFLQSKMRNIFSGRLTAVELVDILDHYTKNCDMMVGNQALIQGLKKEKFDLLLVDPNDMCGFVIAHLLGVKYAVFSTGLWYPAEVGAPAPLAYVPEFNSLLTDRMNFLERMKNTGVYLISRIGVSFLVLPKYERIMQKYNLLPAKSMYDLVHGSSLWMLCTDVALEFPRPTLPNVVYVGGILTKPASPLPEDLQRWVSGAQEHGFVLVSFGAGVKYL.... Result: 1 (interaction). (3) The miRNA is hsa-miR-6841-3p with sequence ACCUUGCAUCUGCAUCCCCAG. The protein sequence of the target gene is MPTESASCSTARQTKQKRKSHSLSIRRTNSSEQERTGLPRDMLEGQDSKLPSSVRSTLLELFGQIEREFENLYIENLELRREIDTLNERLAAEGQAIDGAELSKGQLKTKASHSTSQLSQKLKTTYKASTSKIVSSFKTTTSRAACQLVKEYIGHRDGIWDVSVAKTQPVVLGTASADHTALLWSIETGKCLVKYAGHVGSVNSIKFHPSEQLALTASGDQTAHIWRYAVQLPTPQPVADTSISGEDEVECSDKDEPDLDGDVSSDCPTIRVPLTSLKSHQGVVIASDWLVGGKQAVTAS.... Result: 0 (no interaction). (4) The miRNA is hsa-miR-3201 with sequence GGGAUAUGAAGAAAAAU. The protein sequence of the target gene is MPFNGEKQCVGEDQPSDSDSSRFSESMASLSDYECSRQSFASDSSSKSSSPASTSPPRVVTFDEVMATARNLSNLTLAHEIAVNENFQLKQEALPEKSLAGRVKHIVHQAFWDVLDSELNADPPEFEHAIKLFEEIREILLSFLTPGGNRLRNQICEVLDTDLIRQQAEHSAVDIQGLANYVISTMGKLCAPVRDNDIRELKATGNIVEVLRQIFHVLDLMQMDMANFTIMSLRPHLQRQLVEYERTKFQEILEETPSALDQTTEWIKESVNEELFSLSESALTPGAENTSKPSLSPTLV.... Result: 0 (no interaction). (5) The protein sequence of the target gene is MPCRREEEEEAGEEAEGEEEEEDSFLLLQQSVALGSSGEVDRLVAQIGETLQLDAAQHSPASPCGPPGAPLRAPGPLAAAVPADKARSPAVPLLLPPALAETVGPAPPGVLRCALGDRGRVRGRAAPYCVAELATGPSALSPLPPQADLDGPPGAGKQGIPQPLSGPCRRGWLRGAAASRRLQQRRGSQPETRTGDDDPHRLLQQLVLSGNLIKEAVRRLHSRRLQLRAKLPQRPLLGPLSAPVHEPPSPRSPRAACSDPGASGRAQLRTGDGVLVPGS. The miRNA is hsa-miR-4763-3p with sequence AGGCAGGGGCUGGUGCUGGGCGGG. Result: 0 (no interaction).